From a dataset of Reaction yield outcomes from USPTO patents with 853,638 reactions. Predict the reaction yield, written as a fraction of the theoretical maximum amount of product (1.0 means a 100% yield; for example, 0.34 means a 34% yield). (1) The reactants are [C:1]([C:4]1[CH:5]=[C:6]([C:10]#[C:11][C:12]2[C:17]([C:18]([F:21])([F:20])[F:19])=[CH:16][N:15]=[C:14]([NH:22][C:23]3[CH:42]=[CH:41][C:26]([CH2:27][N:28]4[CH2:33][CH2:32][N:31]([C:34]([O:36][C:37]([CH3:40])([CH3:39])[CH3:38])=[O:35])[CH2:30][CH2:29]4)=[CH:25][CH:24]=3)[N:13]=2)[CH:7]=[CH:8][CH:9]=1)(=[O:3])[NH2:2].C(N(CC)CC)C. The catalyst is CN(C=O)C.[Pd]. The product is [C:1]([C:4]1[CH:5]=[C:6]([CH:7]=[CH:8][CH:9]=1)[CH2:10][CH2:11][C:12]1[C:17]([C:18]([F:21])([F:19])[F:20])=[CH:16][N:15]=[C:14]([NH:22][C:23]2[CH:24]=[CH:25][C:26]([CH2:27][N:28]3[CH2:29][CH2:30][N:31]([C:34]([O:36][C:37]([CH3:38])([CH3:39])[CH3:40])=[O:35])[CH2:32][CH2:33]3)=[CH:41][CH:42]=2)[N:13]=1)(=[O:3])[NH2:2]. The yield is 0.630. (2) The reactants are [O:1]1[CH2:6][CH2:5][CH:4]([OH:7])[CH2:3][CH2:2]1.[C:8]1([CH3:18])[CH:13]=[CH:12][C:11]([S:14](Cl)(=[O:16])=[O:15])=[CH:10][CH:9]=1. The catalyst is N1C=CC=CC=1.C(Cl)Cl. The product is [O:1]1[CH2:6][CH2:5][CH:4]([O:7][S:14]([C:11]2[CH:12]=[CH:13][C:8]([CH3:18])=[CH:9][CH:10]=2)(=[O:16])=[O:15])[CH2:3][CH2:2]1. The yield is 0.900. (3) The catalyst is C1COCC1. The reactants are [Br:1][C:2]1[CH:3]=[C:4]([CH:7]=[C:8]([F:10])[CH:9]=1)[C:5]#[N:6].Cl. The product is [Br:1][C:2]1[CH:3]=[C:4]([CH2:5][NH2:6])[CH:7]=[C:8]([F:10])[CH:9]=1. The yield is 0.535.